This data is from Full USPTO retrosynthesis dataset with 1.9M reactions from patents (1976-2016). The task is: Predict the reactants needed to synthesize the given product. (1) Given the product [NH2:12][C:13]1[CH:33]=[CH:32][CH:31]=[C:15]([O:11][C@@H:5]2[CH2:6][C@H:7]([CH3:10])[CH2:8][CH2:9][C@H:4]2[CH:1]([CH3:3])[CH3:2])[C:14]=1[C:34]#[N:35], predict the reactants needed to synthesize it. The reactants are: [CH:1]([C@@H:4]1[CH2:9][CH2:8][C@@H:7]([CH3:10])[CH2:6][C@H:5]1[OH:11])([CH3:3])[CH3:2].[NH2:12][C:13]1[C:14]([C:34]#[N:35])=[C:15]([CH:31]=[CH:32][CH:33]=1)OCC1CCN(C(OC(C)(C)C)=O)CC1. (2) Given the product [CH3:22][N:20]1[CH:21]=[C:17]([CH2:13][CH2:14][CH3:15])[N:18]=[C:19]1[CH:25]=[O:26], predict the reactants needed to synthesize it. The reactants are: C(NC(C)C)(C)C.C([Li])CCC.[CH2:13]([C:17]1[N:18]=[CH:19][N:20]([CH3:22])[CH:21]=1)[CH2:14][CH2:15]C.CN(C)[CH:25]=[O:26].Cl.C(=O)(O)[O-].[Na+].